This data is from hERG potassium channel inhibition data for cardiac toxicity prediction from Karim et al.. The task is: Regression/Classification. Given a drug SMILES string, predict its toxicity properties. Task type varies by dataset: regression for continuous values (e.g., LD50, hERG inhibition percentage) or binary classification for toxic/non-toxic outcomes (e.g., AMES mutagenicity, cardiotoxicity, hepatotoxicity). Dataset: herg_karim. (1) The molecule is CON(C)C(=O)Cn1cc(CN(C(=O)C2CNCCC2(O)c2ccc(F)c(F)c2)C2CC2)c2c(F)cccc21. The result is 1 (blocker). (2) The compound is CCN(CC)C(=O)CN1Cc2c(nc(C)c(CN)c2-c2ccc(Cl)cc2Cl)C1=O. The result is 0 (non-blocker). (3) The compound is CCOC(=O)c1c(C(C#N)=CN)c2ccc(Cl)c(Cl)c2n1C. The result is 0 (non-blocker). (4) The drug is CN(CCN1CC2CN(Cc3ccc(F)cc3)CC(C1)O2)S(=O)(=O)c1ccc(C#N)cc1. The result is 0 (non-blocker). (5) The result is 1 (blocker). The molecule is C[C@@H](CN(C)C)CN1c2ccccc2Sc2ccc(C#N)cc21.